From a dataset of Catalyst prediction with 721,799 reactions and 888 catalyst types from USPTO. Predict which catalyst facilitates the given reaction. (1) Reactant: [F:1][C:2]1[CH:7]=[C:6]([F:8])[CH:5]=[CH:4][C:3]=1[C@@:9]([OH:21])([CH2:15][N:16]1[CH:20]=[N:19][CH:18]=[N:17]1)[C@@H:10]([CH3:14])[C:11]([NH2:13])=[S:12].Br[CH2:23][C:24]([C:26]1[CH:31]=[CH:30][C:29]([C:32]2[N:33]=[N:34][S:35][CH:36]=2)=[CH:28][CH:27]=1)=O. Product: [F:1][C:2]1[CH:7]=[C:6]([F:8])[CH:5]=[CH:4][C:3]=1[C@:9]([OH:21])([C@H:10]([C:11]1[S:12][CH:23]=[C:24]([C:26]2[CH:27]=[CH:28][C:29]([C:32]3[N:33]=[N:34][S:35][CH:36]=3)=[CH:30][CH:31]=2)[N:13]=1)[CH3:14])[CH2:15][N:16]1[CH:20]=[N:19][CH:18]=[N:17]1. The catalyst class is: 115. (2) Reactant: Br[C:2]1[CH:27]=[CH:26][C:5]2[N:6]([C:9]3[S:13][C:12]([C:14]([O:16][CH3:17])=O)=[C:11](O[Si](C(C)(C)C)(C)C)[CH:10]=3)[CH:7]=[N:8][C:4]=2[CH:3]=1.[CH3:28][N:29]1[CH:33]=[C:32](B2OC(C)(C)C(C)(C)O2)[CH:31]=[N:30]1.[C:43]([O-:46])([O-])=O.[K+].[K+].[C:49](O)(=O)[CH3:50].[OH2:53]. Product: [CH3:28][N:29]1[CH:33]=[C:32]([C:2]2[CH:27]=[CH:26][C:5]3[N:6]([C:9]4[S:13][C:12]([C:14]([O:16][CH3:17])=[O:53])=[C:11]([O:46][CH2:43][C:50]5[CH:49]=[CH:4][CH:3]=[CH:2][CH:27]=5)[CH:10]=4)[CH:7]=[N:8][C:4]=3[CH:3]=2)[CH:31]=[N:30]1. The catalyst class is: 151. (3) Reactant: [Si]([O:8][CH2:9][CH2:10][N:11]1[C:15]2[CH:16]=[CH:17][CH:18]=[CH:19][C:14]=2[N:13]=[C:12]1[CH2:20][O:21][N:22]=[C:23]1[CH2:28][CH2:27][N:26]([S:29]([C:32]2[CH:37]=[CH:36][C:35]([O:38][C:39]([F:42])([F:41])[F:40])=[CH:34][CH:33]=2)(=[O:31])=[O:30])[CH2:25][CH2:24]1)(C(C)(C)C)(C)C.O.[F-].C([N+](CCCC)(CCCC)CCCC)CCC. Product: [OH:8][CH2:9][CH2:10][N:11]1[C:15]2[CH:16]=[CH:17][CH:18]=[CH:19][C:14]=2[N:13]=[C:12]1[CH2:20][O:21][N:22]=[C:23]1[CH2:24][CH2:25][N:26]([S:29]([C:32]2[CH:33]=[CH:34][C:35]([O:38][C:39]([F:40])([F:42])[F:41])=[CH:36][CH:37]=2)(=[O:30])=[O:31])[CH2:27][CH2:28]1. The catalyst class is: 7. (4) Reactant: Cl[C:2]1[C:7]([C:8]2[CH:9]=[C:10]([N:14]3[C:18]4[CH:19]=[CH:20][C:21]([C@H:23]([OH:25])[CH3:24])=[CH:22][C:17]=4[N:16]=[CH:15]3)[CH:11]=[CH:12][CH:13]=2)=[CH:6][CH:5]=[CH:4][N:3]=1.[Na].[Cl-].[NH4+].CN(C=[O:33])C. Product: [OH:25][CH:23]([C:21]1[CH:20]=[CH:19][C:18]2[N:14]([C:10]3[CH:9]=[C:8]([C:7]4[C:2]([OH:33])=[N:3][CH:4]=[CH:5][CH:6]=4)[CH:13]=[CH:12][CH:11]=3)[CH:15]=[N:16][C:17]=2[CH:22]=1)[CH3:24]. The catalyst class is: 5. (5) Reactant: [C:1]([C:5]1[CH2:6][CH2:7][C:8](=[O:11])[NH:9][N:10]=1)([CH3:4])([CH3:3])[CH3:2].BrBr. Product: [C:1]([C:5]1[CH:6]=[CH:7][C:8](=[O:11])[NH:9][N:10]=1)([CH3:4])([CH3:2])[CH3:3]. The catalyst class is: 52. (6) Reactant: [C:1]([C:5]1[CH:12]=[CH:11][CH:10]=[C:7]([CH:8]=O)[C:6]=1[OH:13])([CH3:4])([CH3:3])[CH3:2].[C:14]([C:16]1[CH:22]=[CH:21][C:19]([NH2:20])=[CH:18][CH:17]=1)#[CH:15]. Product: [C:1]([C:5]1[CH:12]=[CH:11][CH:10]=[C:7]([CH:8]=[N:20][C:19]2[CH:21]=[CH:22][C:16]([C:14]#[CH:15])=[CH:17][CH:18]=2)[C:6]=1[OH:13])([CH3:4])([CH3:3])[CH3:2]. The catalyst class is: 212. (7) The catalyst class is: 1. Reactant: [C:1]1([CH:7]2[CH2:12][CH2:11][CH:10]([O:13][C:14]3[CH:19]=[CH:18][C:17]([CH:20]([C:26]4[S:27][CH:28]=[CH:29][CH:30]=4)[CH2:21][C:22]([O:24]C)=[O:23])=[CH:16][CH:15]=3)[CH2:9][CH2:8]2)[CH:6]=[CH:5][CH:4]=[CH:3][CH:2]=1.[OH-].[Li+].CO. Product: [C:1]1([CH:7]2[CH2:12][CH2:11][CH:10]([O:13][C:14]3[CH:15]=[CH:16][C:17]([CH:20]([C:26]4[S:27][CH:28]=[CH:29][CH:30]=4)[CH2:21][C:22]([OH:24])=[O:23])=[CH:18][CH:19]=3)[CH2:9][CH2:8]2)[CH:6]=[CH:5][CH:4]=[CH:3][CH:2]=1. (8) Reactant: Cl[C:2]1[CH:11]=[CH:10][N:9]=[C:8]2[C:3]=1[CH:4]=[CH:5][C:6]([CH3:12])=[N:7]2.[NH2:13][C:14]1[CH:19]=[C:18]([O:20][CH2:21][C:22]2[CH:27]=[CH:26][CH:25]=[CH:24][CH:23]=2)[CH:17]=[CH:16][C:15]=1[S:28][C:29]1[CH:34]=[CH:33][C:32]([NH:35][C:36](=[O:38])[CH3:37])=[CH:31][CH:30]=1. Product: [CH2:21]([O:20][C:18]1[CH:17]=[CH:16][C:15]([S:28][C:29]2[CH:34]=[CH:33][C:32]([NH:35][C:36](=[O:38])[CH3:37])=[CH:31][CH:30]=2)=[C:14]([NH:13][C:2]2[C:3]3[C:8](=[N:7][C:6]([CH3:12])=[CH:5][CH:4]=3)[N:9]=[CH:10][CH:11]=2)[CH:19]=1)[C:22]1[CH:27]=[CH:26][CH:25]=[CH:24][CH:23]=1. The catalyst class is: 8. (9) Reactant: [NH:1]1[CH2:6][CH2:5][CH2:4][CH2:3][CH2:2]1.C(=O)([O-])[O-].[K+].[K+].Br[CH2:14][C:15]1[N:16]=[C:17]([C:25]2[CH:30]=[CH:29][C:28]([O:31][CH2:32][CH2:33][CH2:34][Cl:35])=[CH:27][CH:26]=2)[O:18][C:19]=1[C:20]([O:22][CH2:23][CH3:24])=[O:21].C(OCC)C. Product: [Cl:35][CH2:34][CH2:33][CH2:32][O:31][C:28]1[CH:29]=[CH:30][C:25]([C:17]2[O:18][C:19]([C:20]([O:22][CH2:23][CH3:24])=[O:21])=[C:15]([CH2:14][N:1]3[CH2:6][CH2:5][CH2:4][CH2:3][CH2:2]3)[N:16]=2)=[CH:26][CH:27]=1. The catalyst class is: 10. (10) Reactant: [O:1]=[C:2]1[NH:7][C:6]([CH2:8][CH2:9][C:10]([O:12]C(C)(C)C)=[O:11])=[N:5][C:4]2[NH:17][CH2:18][CH2:19][CH2:20][C:3]1=2.FC(F)(F)C(O)=O. Product: [O:1]=[C:2]1[NH:7][C:6]([CH2:8][CH2:9][C:10]([OH:12])=[O:11])=[N:5][C:4]2[NH:17][CH2:18][CH2:19][CH2:20][C:3]1=2. The catalyst class is: 2.